This data is from Forward reaction prediction with 1.9M reactions from USPTO patents (1976-2016). The task is: Predict the product of the given reaction. (1) Given the reactants Br[C:2]1[C:10]2[C:5](=[N:6][CH:7]=[C:8]([C:11]3[CH:16]=[CH:15][CH:14]=[CH:13][CH:12]=3)[CH:9]=2)[N:4]([S:17]([C:20]2[CH:25]=[CH:24][C:23]([CH3:26])=[CH:22][CH:21]=2)(=[O:19])=[O:18])[CH:3]=1.[F:27][C:28]1[CH:29]=[C:30](B2OC(C)(C)C(C)(C)O2)[CH:31]=[C:32]([F:36])[C:33]=1[O:34][CH3:35].C([O-])([O-])=O.[K+].[K+], predict the reaction product. The product is: [F:27][C:28]1[CH:29]=[C:30]([C:2]2[C:10]3[C:5](=[N:6][CH:7]=[C:8]([C:11]4[CH:16]=[CH:15][CH:14]=[CH:13][CH:12]=4)[CH:9]=3)[N:4]([S:17]([C:20]3[CH:25]=[CH:24][C:23]([CH3:26])=[CH:22][CH:21]=3)(=[O:19])=[O:18])[CH:3]=2)[CH:31]=[C:32]([F:36])[C:33]=1[O:34][CH3:35]. (2) The product is: [Cl:1][C:7]1[CH:6]=[C:5]([Cl:17])[C:4]([O:3][CH3:2])=[C:12]2[C:8]=1[CH2:9][CH2:10][CH:11]2[NH2:13]. Given the reactants [ClH:1].[CH3:2][O:3][C:4]1[CH:5]=[CH:6][CH:7]=[C:8]2[C:12]=1[CH:11]([NH2:13])[CH2:10][CH2:9]2.S(Cl)([Cl:17])(=O)=O, predict the reaction product. (3) Given the reactants Br[C:2]1[CH:10]=[C:9]2[C:5]([C:6]([O:11][CH3:12])=[N:7][NH:8]2)=[CH:4][CH:3]=1.[CH2:13]([O:15][C:16](=[O:26])[CH:17]=[CH:18][C:19]1[CH:24]=[CH:23][CH:22]=[C:21]([CH3:25])[N:20]=1)[CH3:14], predict the reaction product. The product is: [CH2:13]([O:15][C:16](=[O:26])[CH:17]=[C:18]([C:2]1[CH:10]=[C:9]2[C:5]([C:6]([O:11][CH3:12])=[N:7][NH:8]2)=[CH:4][CH:3]=1)[C:19]1[CH:24]=[CH:23][CH:22]=[C:21]([CH3:25])[N:20]=1)[CH3:14]. (4) Given the reactants C[O:2][C:3]([C:5]1[CH:10]=[C:9]([Br:11])[C:8](=[O:12])[N:7]([CH3:13])[C:6]=1[NH:14][C:15]1[CH:20]=[CH:19][C:18]([Br:21])=[CH:17][C:16]=1[F:22])=[O:4].COC(C1C=CC(=O)N(C)C=1NC1C=CC(Br)=CC=1F)=O.BrN1C(=O)CCC1=O, predict the reaction product. The product is: [Br:11][C:9]1[C:8](=[O:12])[N:7]([CH3:13])[C:6]([NH:14][C:15]2[CH:20]=[CH:19][C:18]([Br:21])=[CH:17][C:16]=2[F:22])=[C:5]([C:3]([OH:4])=[O:2])[CH:10]=1. (5) Given the reactants [Cl:1][C:2]1[N:3]=[CH:4][NH:5][C:6]=1[Cl:7].[OH-].[K+].[Br:10][CH2:11][CH2:12][CH2:13][CH2:14][CH2:15][CH2:16][CH3:17].Cl.ClC[C:21]1[CH:30]=[CH:29][C:28]2[C:23](=[CH:24][CH:25]=CC=2)N=1, predict the reaction product. The product is: [CH2:11]([N:5]1[C:6]2[C:28](=[CH:23][CH:24]=[CH:25][CH:2]=2)[CH:29]=[C:30]([CH3:21])[CH2:4]1)[CH2:12][CH2:13][CH2:14][CH2:15][CH2:16][CH3:17].[Br-:10].[Cl:1][C:2]1[NH:3][CH:4]=[NH+:5][C:6]=1[Cl:7]. (6) Given the reactants [C:1]([O:5][C:6]([N:8]1[CH2:13][CH:12]2[C@@:10]([CH2:14][OH:15])([CH2:11]2)[C@@H:9]1[C:16]1[CH:21]=[CH:20][CH:19]=[CH:18][CH:17]=1)=[O:7])([CH3:4])([CH3:3])[CH3:2].C[Si]([N-][Si](C)(C)C)(C)C.[K+].I[CH2:33][C:34]1[CH:39]=[C:38]([C:40]([F:43])([F:42])[F:41])[CH:37]=[C:36]([C:44]([F:47])([F:46])[F:45])[CH:35]=1.O, predict the reaction product. The product is: [C:1]([O:5][C:6]([N:8]1[CH2:13][CH:12]2[C:10]([CH2:14][O:15][CH2:33][C:34]3[CH:35]=[C:36]([C:44]([F:46])([F:47])[F:45])[CH:37]=[C:38]([C:40]([F:41])([F:42])[F:43])[CH:39]=3)([CH2:11]2)[CH:9]1[C:16]1[CH:17]=[CH:18][CH:19]=[CH:20][CH:21]=1)=[O:7])([CH3:4])([CH3:2])[CH3:3]. (7) Given the reactants Cl.[F:2][C:3]1[C:11]2[NH:10][C:9](=[O:12])[N:8]([CH:13]3[CH2:18][CH2:17][NH:16][CH2:15][CH2:14]3)[C:7]=2[CH:6]=[C:5]([CH3:19])[C:4]=1[F:20].[O:21]1[CH2:26][CH2:25][C:24](=O)[CH2:23][CH2:22]1.CC(C)(O)[C:30]#[N:31].S([O-])([O-])(=O)=O.[Mg+2], predict the reaction product. The product is: [F:2][C:3]1[C:11]2[NH:10][C:9](=[O:12])[N:8]([CH:13]3[CH2:14][CH2:15][N:16]([C:24]4([C:30]#[N:31])[CH2:25][CH2:26][O:21][CH2:22][CH2:23]4)[CH2:17][CH2:18]3)[C:7]=2[CH:6]=[C:5]([CH3:19])[C:4]=1[F:20]. (8) Given the reactants Cl[C:2]1[CH:7]=[N:6][CH:5]=[C:4]([S:8]([CH3:11])(=[O:10])=[O:9])[N:3]=1.C([O-])([O-])=O.[K+].[K+].[I:18][C:19]1[CH:20]=[C:21]([OH:25])[CH:22]=[CH:23][CH:24]=1.CN(C=O)C, predict the reaction product. The product is: [I:18][C:19]1[CH:20]=[C:21]([CH:22]=[CH:23][CH:24]=1)[O:25][C:2]1[CH:7]=[N:6][CH:5]=[C:4]([S:8]([CH3:11])(=[O:10])=[O:9])[N:3]=1. (9) Given the reactants C([Li])CCC.[CH3:6][O:7][CH2:8][CH2:9][N:10]([CH2:14][CH2:15][O:16][CH3:17])[CH2:11][C:12]#[CH:13].[C:18](=[O:20])=[O:19].O, predict the reaction product. The product is: [CH3:6][O:7][CH2:8][CH2:9][N:10]([CH2:14][CH2:15][O:16][CH3:17])[CH2:11][C:12]#[C:13][C:18]([OH:20])=[O:19].